From a dataset of Full USPTO retrosynthesis dataset with 1.9M reactions from patents (1976-2016). Predict the reactants needed to synthesize the given product. (1) Given the product [C:43]([C:42]1[CH:45]=[C:46]([C:49]2[O:53][N:52]=[C:51]([C:54]3[CH:64]=[CH:63][C:57]4[CH2:58][CH2:59][N:60]([C:10](=[O:12])[CH2:9][NH:8][C:6](=[O:7])[O:5][C:2]([CH3:1])([CH3:3])[CH3:4])[CH2:61][CH2:62][C:56]=4[CH:55]=3)[N:50]=2)[CH:47]=[CH:48][C:41]=1[N:38]1[CH2:39][CH2:40][CH:36]([F:35])[CH2:37]1)#[N:44], predict the reactants needed to synthesize it. The reactants are: [CH3:1][C:2]([O:5][C:6]([NH:8][CH2:9][C:10]([OH:12])=O)=[O:7])([CH3:4])[CH3:3].C1C=CC2N(O)N=NC=2C=1.C(Cl)CCl.C(N1CCOCC1)C.[F:35][CH:36]1[CH2:40][CH2:39][N:38]([C:41]2[CH:48]=[CH:47][C:46]([C:49]3[O:53][N:52]=[C:51]([C:54]4[CH:64]=[CH:63][C:57]5[CH2:58][CH2:59][NH:60][CH2:61][CH2:62][C:56]=5[CH:55]=4)[N:50]=3)=[CH:45][C:42]=2[C:43]#[N:44])[CH2:37]1. (2) Given the product [CH2:21]([O:23][C:24]([C:26]1[N:27]=[CH:28][O:29][C:30]=1[C:31]1[CH:36]=[CH:35][CH:34]=[C:33]([C:37]2[CH2:42][C:41](=[O:43])[NH:19][C:9]3[CH:10]=[C:11]([N:14]4[CH:18]=[CH:17][CH:16]=[CH:15]4)[CH:12]=[CH:13][C:8]=3[N:7]=2)[CH:32]=1)=[O:25])[CH3:22], predict the reactants needed to synthesize it. The reactants are: C(OC(=O)[NH:7][C:8]1[CH:13]=[CH:12][C:11]([N:14]2[CH:18]=[CH:17][CH:16]=[CH:15]2)=[CH:10][C:9]=1[NH2:19])(C)(C)C.[CH2:21]([O:23][C:24]([C:26]1[N:27]=[CH:28][O:29][C:30]=1[C:31]1[CH:36]=[CH:35][CH:34]=[C:33]([C:37]2OC(C)(C)O[C:41](=[O:43])[CH:42]=2)[CH:32]=1)=[O:25])[CH3:22].C(O)(C(F)(F)F)=O. (3) Given the product [C:1]([O:5][C:6]([NH:8][C@@H:9]([C@H:13]([O:15][Si:16]([C:19]([CH3:22])([CH3:21])[CH3:20])([CH3:18])[CH3:17])[CH3:14])[C:10](=[O:12])[CH2:36][C:35]([O:41][CH2:42][CH3:43])=[O:40])=[O:7])([CH3:2])([CH3:3])[CH3:4], predict the reactants needed to synthesize it. The reactants are: [C:1]([O:5][C:6]([NH:8][C@@H:9]([C@H:13]([O:15][Si:16]([C:19]([CH3:22])([CH3:21])[CH3:20])([CH3:18])[CH3:17])[CH3:14])[C:10]([OH:12])=O)=[O:7])([CH3:4])([CH3:3])[CH3:2].C(N1C=CN=C1)(N1C=CN=C1)=O.[C:35]([O:41][CH2:42][CH3:43])(=[O:40])[CH2:36]C([O-])=O.[K+].[Cl-].[Mg+2].[Cl-]. (4) Given the product [F:19][C:15]1[CH:14]=[C:13]([CH:18]=[CH:17][CH:16]=1)[CH2:12][NH:11][C:9](=[O:10])[NH:8][C:5]1[S:6][CH:7]=[C:3]([CH2:2][N:21]([O:22][CH3:23])[CH3:20])[N:4]=1, predict the reactants needed to synthesize it. The reactants are: Cl[CH2:2][C:3]1[N:4]=[C:5]([NH:8][C:9]([NH:11][CH2:12][C:13]2[CH:18]=[CH:17][CH:16]=[C:15]([F:19])[CH:14]=2)=[O:10])[S:6][CH:7]=1.[CH3:20][NH:21][O:22][CH3:23].C(=O)([O-])[O-].[Na+].[Na+].CCO. (5) Given the product [CH3:26][O:25][C:21]1[C:3]2[C:4](=[O:5])[N:6]3[CH2:11][CH2:10][N:9]([C:12]([O:14][C:15]([CH3:18])([CH3:17])[CH3:16])=[O:13])[CH2:8][CH:7]3[CH2:19][O:20][C:2]=2[CH:24]=[CH:23][CH:22]=1, predict the reactants needed to synthesize it. The reactants are: F[C:2]1[CH:24]=[CH:23][CH:22]=[C:21]([O:25][CH3:26])[C:3]=1[C:4]([N:6]1[CH2:11][CH2:10][N:9]([C:12]([O:14][C:15]([CH3:18])([CH3:17])[CH3:16])=[O:13])[CH2:8][CH:7]1[CH2:19][OH:20])=[O:5].[H-].[Na+].O. (6) Given the product [O:3]1[CH:2]=[CH:1][CH:5]=[C:4]1[C:6]1[CH:7]=[C:8]([C:10]2[S:14][CH:13]=[CH:12][CH:11]=2)[NH:16][C:15](=[O:24])[CH:17]=1, predict the reactants needed to synthesize it. The reactants are: [CH:1]1[CH:5]=[C:4](/[CH:6]=[CH:7]/[C:8]([C:10]2[S:14][CH:13]=[CH:12][CH:11]=2)=O)[O:3][CH:2]=1.[C:15]([CH2:17]C(N)=S)#[N:16].CC(C)([O-:24])C.[K+].N#N.Cl.C#N. (7) Given the product [CH3:23][O:22][C:13]1[C:14]([O:20][CH3:21])=[C:15]([O:18][CH3:19])[CH:16]=[CH:17][C:12]=1[CH2:4][CH2:5][CH2:6][C:7]([OH:24])=[O:1], predict the reactants needed to synthesize it. The reactants are: [OH-:1].[Na+].O=[C:4]([C:12]1[CH:17]=[CH:16][C:15]([O:18][CH3:19])=[C:14]([O:20][CH3:21])[C:13]=1[O:22][CH3:23])[CH2:5][CH2:6][CH2:7]CC(O)=O.[OH2:24]. (8) The reactants are: [NH:1]1[CH2:5][CH2:4][CH2:3][CH2:2]1.[F:6][C:7]1[CH:12]=[CH:11][C:10]([N:13]2[C:17]3[CH:18]=[C:19]4[C@:24]([C:26]([C:28]5[S:29][CH:30]=[CH:31][N:32]=5)=[O:27])([CH2:25][C:16]=3[CH:15]=[N:14]2)[CH2:23][N:22]([S:33]([C:36]2[CH:41]=[CH:40][C:39](F)=[CH:38][CH:37]=2)(=[O:35])=[O:34])[CH2:21][CH2:20]4)=[CH:9][CH:8]=1. Given the product [F:6][C:7]1[CH:12]=[CH:11][C:10]([N:13]2[C:17]3[CH:18]=[C:19]4[C@:24]([C:26]([C:28]5[S:29][CH:30]=[CH:31][N:32]=5)=[O:27])([CH2:25][C:16]=3[CH:15]=[N:14]2)[CH2:23][N:22]([S:33]([C:36]2[CH:37]=[CH:38][C:39]([N:1]3[CH2:5][CH2:4][CH2:3][CH2:2]3)=[CH:40][CH:41]=2)(=[O:34])=[O:35])[CH2:21][CH2:20]4)=[CH:9][CH:8]=1, predict the reactants needed to synthesize it. (9) Given the product [Br:1][C:2]1[CH:3]=[C:4]([NH:10][C:11]2[N:16]=[CH:15][C:14]([N:17]3[CH2:22][CH2:21][N:20]([CH3:26])[CH2:19][C:18]3=[O:23])=[CH:13][CH:12]=2)[C:5](=[O:9])[N:6]([CH3:8])[CH:7]=1, predict the reactants needed to synthesize it. The reactants are: [Br:1][C:2]1[CH:3]=[C:4]([NH:10][C:11]2[N:16]=[CH:15][C:14]([N:17]3[CH2:22][CH2:21][NH:20][CH2:19][C:18]3=[O:23])=[CH:13][CH:12]=2)[C:5](=[O:9])[N:6]([CH3:8])[CH:7]=1.[BH-](OC(C)=O)(OC(C)=O)O[C:26](C)=O.[Na+].C=O.C(O)(=O)C.[OH-].[Na+]. (10) Given the product [Cl:1][C:2]1[CH:3]=[C:4]([N:8]([C:11]2[CH:16]=[CH:15][C:14]([O:17][CH3:18])=[CH:13][CH:12]=2)[CH3:9])[CH:5]=[CH:6][CH:7]=1, predict the reactants needed to synthesize it. The reactants are: [Cl:1][C:2]1[CH:3]=[C:4]([NH:8][CH3:9])[CH:5]=[CH:6][CH:7]=1.Br[C:11]1[CH:16]=[CH:15][C:14]([O:17][CH3:18])=[CH:13][CH:12]=1.CC([O-])(C)C.[K+].